This data is from Full USPTO retrosynthesis dataset with 1.9M reactions from patents (1976-2016). The task is: Predict the reactants needed to synthesize the given product. (1) Given the product [CH2:1]([O:3][C:4](=[O:18])[CH2:5][CH:6]1[O:10][B:9]([OH:11])[C:8]2[CH:12]=[C:13]([O:17][CH2:22][C:23]3[CH:28]=[CH:27][CH:26]=[CH:25][CH:24]=3)[CH:14]=[C:15]([CH3:16])[C:7]1=2)[CH3:2], predict the reactants needed to synthesize it. The reactants are: [CH2:1]([O:3][C:4](=[O:18])[CH2:5][CH:6]1[O:10][B:9]([OH:11])[C:8]2[CH:12]=[C:13]([OH:17])[CH:14]=[C:15]([CH3:16])[C:7]1=2)[CH3:2].[H-].[Na+].Br[CH2:22][C:23]1[CH:28]=[CH:27][CH:26]=[CH:25][CH:24]=1. (2) Given the product [Cl:12][C:10]1[C:7]([C:8]#[N:9])=[C:6]([N:13]2[CH2:14][CH2:15][CH2:16][CH2:17]2)[C:5]([O:18][CH2:19][CH3:20])=[C:4]([CH:1]([OH:3])[CH3:2])[CH:11]=1, predict the reactants needed to synthesize it. The reactants are: [C:1]([C:4]1[CH:11]=[C:10]([Cl:12])[C:7]([C:8]#[N:9])=[C:6]([N:13]2[CH2:17][CH2:16][CH2:15][CH2:14]2)[C:5]=1[O:18][CH2:19][CH3:20])(=[O:3])[CH3:2].[BH4-].[Na+]. (3) Given the product [N:20]1[CH:19]=[CH:18][N:17]=[C:16]2[NH:21][C:13]([C:9]3[CH:8]=[C:7]([CH:12]=[CH:11][CH:10]=3)[CH:2]=[O:1])=[CH:14][C:15]=12, predict the reactants needed to synthesize it. The reactants are: [O:1]1CCCO[CH:2]1[C:7]1[CH:8]=[C:9]([C:13]2[NH:21][C:16]3=[N:17][CH:18]=[CH:19][N:20]=[C:15]3[CH:14]=2)[CH:10]=[CH:11][CH:12]=1.FC(F)(F)C(O)=O. (4) Given the product [C:23]([O:22][C:21](=[O:27])[NH:20][C:15]1[CH:16]=[CH:17][CH:18]=[CH:19][C:14]=1[NH:13][C:11]([C:7]1[CH:6]=[C:5]2[C:10](=[CH:9][CH:8]=1)/[C:2](=[N:29]\[OH:30])/[CH2:3][CH2:4]2)=[O:12])([CH3:24])([CH3:26])[CH3:25], predict the reactants needed to synthesize it. The reactants are: O=[C:2]1[C:10]2[C:5](=[CH:6][C:7]([C:11]([NH:13][C:14]3[CH:19]=[CH:18][CH:17]=[CH:16][C:15]=3[NH:20][C:21](=[O:27])[O:22][C:23]([CH3:26])([CH3:25])[CH3:24])=[O:12])=[CH:8][CH:9]=2)[CH2:4][CH2:3]1.Cl.[NH2:29][OH:30].CCO.CC([O-])=O.[Na+]. (5) Given the product [OH:38][CH:29]([C:26]1[CH:27]=[CH:28][C:23]([NH:22][C:20]([C:7]2[C:8]([C:10]3[CH:11]=[CH:12][C:13]([C:16]([F:19])([F:17])[F:18])=[CH:14][CH:15]=3)=[CH:9][C:4]([CH3:3])=[CH:5][CH:6]=2)=[O:21])=[CH:24][CH:25]=1)[CH2:30][CH2:31][C:32]1[CH:37]=[CH:36][CH:35]=[CH:34][N:33]=1, predict the reactants needed to synthesize it. The reactants are: [BH4-].[Na+].[CH3:3][C:4]1[CH:9]=[C:8]([C:10]2[CH:15]=[CH:14][C:13]([C:16]([F:19])([F:18])[F:17])=[CH:12][CH:11]=2)[C:7]([C:20]([NH:22][C:23]2[CH:28]=[CH:27][C:26]([C:29](=[O:38])[CH2:30][CH2:31][C:32]3[CH:37]=[CH:36][CH:35]=[CH:34][N:33]=3)=[CH:25][CH:24]=2)=[O:21])=[CH:6][CH:5]=1.